This data is from Full USPTO retrosynthesis dataset with 1.9M reactions from patents (1976-2016). The task is: Predict the reactants needed to synthesize the given product. (1) The reactants are: [Na].[Cl:2][C:3]1[N:11]=[C:10]2[C:6]([NH:7][CH:8]=[N:9]2)=[C:5]([N:12]2[CH:16]=[CH:15][N:14]=[C:13]2[CH2:17][CH2:18][CH3:19])[N:4]=1.[C:20]1([CH3:46])[CH:25]=[CH:24][C:23]([C:26]([O:28][C@@H:29]2[C@@H:33]([CH2:34][O:35][C:36]([C:38]3[CH:43]=[CH:42][C:41]([CH3:44])=[CH:40][CH:39]=3)=[O:37])[O:32][C@H:31](Cl)[CH2:30]2)=[O:27])=[CH:22][CH:21]=1. Given the product [Cl:2][C:3]1[N:11]=[C:10]2[C:6]([N:7]=[CH:8][N:9]2[C@@H:31]2[O:32][C@H:33]([CH2:34][O:35][C:36]([C:38]3[CH:39]=[CH:40][C:41]([CH3:44])=[CH:42][CH:43]=3)=[O:37])[C@@H:29]([O:28][C:26]([C:23]3[CH:22]=[CH:21][C:20]([CH3:46])=[CH:25][CH:24]=3)=[O:27])[CH2:30]2)=[C:5]([N:12]2[CH:16]=[CH:15][N:14]=[C:13]2[CH2:17][CH2:18][CH3:19])[N:4]=1, predict the reactants needed to synthesize it. (2) Given the product [Cl:15][C:13]1[CH:12]=[CH:11][C:10]([CH3:16])=[C:9]([C:4]2[N:5]=[C:6]([NH:25][C:22]3[CH:23]=[CH:24][C:19]([CH:17]=[CH2:18])=[CH:20][CH:21]=3)[N:7]=[C:2]([NH2:29])[N:3]=2)[CH:14]=1, predict the reactants needed to synthesize it. The reactants are: Cl[C:2]1[N:7]=[C:6](Cl)[N:5]=[C:4]([C:9]2[CH:14]=[C:13]([Cl:15])[CH:12]=[CH:11][C:10]=2[CH3:16])[N:3]=1.[CH:17]([C:19]1[CH:24]=[CH:23][C:22]([NH2:25])=[CH:21][CH:20]=1)=[CH2:18].C([N:29](CC)C(C)C)(C)C.N. (3) Given the product [CH2:7]([N:10]1[CH:14]=[C:13]([C:15]([O:17][CH2:18][CH3:19])=[O:16])[CH:12]=[N:11]1)[CH3:8], predict the reactants needed to synthesize it. The reactants are: C(=O)([O-])[O-].[K+].[K+].[CH2:7](I)[CH3:8].[NH:10]1[CH:14]=[C:13]([C:15]([O:17][CH2:18][CH3:19])=[O:16])[CH:12]=[N:11]1.O. (4) Given the product [F:8][C:6]1[CH:7]=[C:2]([N:33]2[CH2:34][CH2:35][N:30]([C:22]([C:23]3[CH:24]=[CH:25][CH:26]=[CH:27][CH:28]=3)=[O:29])[CH2:31][CH2:32]2)[CH:3]=[C:4]([NH:13][CH:10]([CH3:12])[CH3:11])[CH:5]=1, predict the reactants needed to synthesize it. The reactants are: F[C:2]1[CH:3]=[C:4](Br)[CH:5]=[C:6]([F:8])[CH:7]=1.[CH:10]([NH2:13])([CH3:12])[CH3:11].NC1C=CC=CC=1.Cl.[C:22]([N:30]1[CH2:35][CH2:34][NH:33][CH2:32][CH2:31]1)(=[O:29])[C:23]1[CH:28]=[CH:27][CH:26]=[CH:25][CH:24]=1.C([O-])([O-])=O.[Cs+].[Cs+].C1C=CC(P(C2C(C3C(P(C4C=CC=CC=4)C4C=CC=CC=4)=CC=C4C=3C=CC=C4)=C3C(C=CC=C3)=CC=2)C2C=CC=CC=2)=CC=1.